This data is from Full USPTO retrosynthesis dataset with 1.9M reactions from patents (1976-2016). The task is: Predict the reactants needed to synthesize the given product. (1) Given the product [Cl:1][C:2]1[CH:3]=[C:4]([CH2:19][N:20]2[C:24]([CH3:25])=[CH:23][C:22]([C:26]([NH:37][CH2:38][CH:39]3[CH2:44][CH2:43][N:42]([C:45]([O:47][C:48]([CH3:51])([CH3:50])[CH3:49])=[O:46])[CH2:41][CH2:40]3)=[O:27])=[N:21]2)[C:5]2[O:9][C:8]([C:10]3[CH:15]=[CH:14][C:13]([C:16]#[N:17])=[CH:12][CH:11]=3)=[CH:7][C:6]=2[CH:18]=1, predict the reactants needed to synthesize it. The reactants are: [Cl:1][C:2]1[CH:3]=[C:4]([CH2:19][N:20]2[C:24]([CH3:25])=[CH:23][C:22]([C:26](O)=[O:27])=[N:21]2)[C:5]2[O:9][C:8]([C:10]3[CH:15]=[CH:14][C:13]([C:16]#[N:17])=[CH:12][CH:11]=3)=[CH:7][C:6]=2[CH:18]=1.C(N1CCOCC1)C.[NH2:37][CH2:38][CH:39]1[CH2:44][CH2:43][N:42]([C:45]([O:47][C:48]([CH3:51])([CH3:50])[CH3:49])=[O:46])[CH2:41][CH2:40]1.O.ON1C2C=CC=CC=2N=N1.CN(C)CCCN=C=NCC. (2) Given the product [F:1][C:2]([F:31])([F:30])[C:3]1[CH:4]=[C:5]([C@@H:9]([NH:13][C:14]([C:16]2[CH:17]=[N:18][N:19]([C:23]3[CH:28]=[CH:27][C:26]([Cl:29])=[CH:25][CH:24]=3)[C:20]=2[CH2:21][NH2:33])=[O:15])[CH2:10][CH2:11][CH3:12])[CH:6]=[CH:7][CH:8]=1, predict the reactants needed to synthesize it. The reactants are: [F:1][C:2]([F:31])([F:30])[C:3]1[CH:4]=[C:5]([C@@H:9]([NH:13][C:14]([C:16]2[CH:17]=[N:18][N:19]([C:23]3[CH:28]=[CH:27][C:26]([Cl:29])=[CH:25][CH:24]=3)[C:20]=2[CH2:21]Br)=[O:15])[CH2:10][CH2:11][CH3:12])[CH:6]=[CH:7][CH:8]=1.C[NH2:33].C1COCC1. (3) Given the product [CH2:1]([OH:8])[CH2:2][CH2:3][CH2:4][CH2:5][CH3:6].[C:1]([O:8][CH2:1][CH2:2][CH2:7][CH2:6][CH2:5][CH3:4])(=[O:8])[CH2:2][CH2:3][CH2:4][CH2:5][CH3:6], predict the reactants needed to synthesize it. The reactants are: [CH:1](=[O:8])[C:2]1[CH:7]=[CH:6][CH:5]=[CH:4][CH:3]=1.